From a dataset of Forward reaction prediction with 1.9M reactions from USPTO patents (1976-2016). Predict the product of the given reaction. Given the reactants S(=O)(=O)(O)O.O=[C:7]([CH3:23])[CH2:8][C:9]([NH:11][C:12]1[CH:17]=[CH:16][C:15]([O:18][C:19]([F:22])([F:21])[F:20])=[CH:14][CH:13]=1)=[O:10], predict the reaction product. The product is: [CH3:23][C:7]1[C:17]2[C:12](=[CH:13][CH:14]=[C:15]([O:18][C:19]([F:22])([F:21])[F:20])[CH:16]=2)[NH:11][C:9](=[O:10])[CH:8]=1.